This data is from Forward reaction prediction with 1.9M reactions from USPTO patents (1976-2016). The task is: Predict the product of the given reaction. (1) Given the reactants [CH3:1][O:2][C:3]1[CH:19]=[CH:18][C:6]([CH2:7][C:8]2[O:12][N:11]=[C:10]([C:13]([O:15]CC)=[O:14])[CH:9]=2)=[CH:5][CH:4]=1.C(O)C.[OH-].[Na+], predict the reaction product. The product is: [CH3:1][O:2][C:3]1[CH:4]=[CH:5][C:6]([CH2:7][C:8]2[O:12][N:11]=[C:10]([C:13]([OH:15])=[O:14])[CH:9]=2)=[CH:18][CH:19]=1. (2) The product is: [F:12][C:13]1[CH:18]=[CH:17][C:16]([C:19]2[CH:27]=[CH:26][C:22]([C:23]([NH:1][C:2]3[CH:11]=[C:10]4[C:5]([CH:6]=[CH:7][CH:8]=[N:9]4)=[CH:4][CH:3]=3)=[O:24])=[C:21]([CH3:28])[N:20]=2)=[CH:15][CH:14]=1. Given the reactants [NH2:1][C:2]1[CH:11]=[C:10]2[C:5]([CH:6]=[CH:7][CH:8]=[N:9]2)=[CH:4][CH:3]=1.[F:12][C:13]1[CH:18]=[CH:17][C:16]([C:19]2[CH:27]=[CH:26][C:22]([C:23](O)=[O:24])=[C:21]([CH3:28])[N:20]=2)=[CH:15][CH:14]=1, predict the reaction product. (3) Given the reactants [O:1]1[CH2:6][CH2:5][N:4]([S:7](F)([F:9])[F:8])[CH2:3][CH2:2]1.[B:11]([F:14])([F:13])[F:12].CCOCC, predict the reaction product. The product is: [B-:11]([F:8])([F:14])([F:13])[F:12].[CH2:3]1[N+:4](=[S:7]([F:9])[F:8])[CH2:5][CH2:6][O:1][CH2:2]1. (4) The product is: [S:1]1[CH:5]=[CH:4][C:3]([CH:6]([C:7]([O:9][CH2:24][CH2:23][CH2:22][CH2:21][CH2:20][CH2:19][CH2:18][CH2:17][CH2:16][CH2:15][CH2:14][CH3:13])=[O:8])[C:10]([O:12][CH2:13][CH2:14][CH2:15][CH2:16][CH2:17][CH2:18][CH2:19][CH2:20][CH2:21][CH2:22][CH2:23][CH3:24])=[O:11])=[CH:2]1. Given the reactants [S:1]1[CH:5]=[CH:4][C:3]([CH:6]([C:10]([OH:12])=[O:11])[C:7]([OH:9])=[O:8])=[CH:2]1.[CH2:13](O)[CH2:14][CH2:15][CH2:16][CH2:17][CH2:18][CH2:19][CH2:20][CH2:21][CH2:22][CH2:23][CH3:24].CS(O)(=O)=O.C(Cl)Cl, predict the reaction product. (5) Given the reactants Cl[C:2]1[CH:34]=[CH:33][C:5]([C:6]([CH:8]2[CH2:13][CH2:12][N:11]([C:14]([C:16]3[CH:21]=[CH:20][C:19]([N:22]4[CH2:26][CH2:25][CH2:24][S:23]4(=[O:28])=[O:27])=[CH:18][C:17]=3[S:29]([CH3:32])(=[O:31])=[O:30])=[O:15])[CH2:10][CH2:9]2)=[O:7])=[CH:4][CH:3]=1.[CH3:35]B(O)O, predict the reaction product. The product is: [O:27]=[S:23]1(=[O:28])[CH2:24][CH2:25][CH2:26][N:22]1[C:19]1[CH:20]=[CH:21][C:16]([C:14]([N:11]2[CH2:12][CH2:13][CH:8]([C:6](=[O:7])[C:5]3[CH:33]=[CH:34][C:2]([CH3:35])=[CH:3][CH:4]=3)[CH2:9][CH2:10]2)=[O:15])=[C:17]([S:29]([CH3:32])(=[O:31])=[O:30])[CH:18]=1. (6) The product is: [Br:12][CH:2]([C:3]([O:5][CH2:6][CH3:7])=[O:4])[C:1]([O:9][CH2:10][CH3:11])=[O:8]. Given the reactants [C:1]([O:9][CH2:10][CH3:11])(=[O:8])[CH2:2][C:3]([O:5][CH2:6][CH3:7])=[O:4].[Br:12]Br.Br, predict the reaction product. (7) Given the reactants [N:1]1[CH:6]=[CH:5][CH:4]=[C:3]([N:7]2[CH2:16][CH2:15][C:10]3(OCC[O:11]3)[CH2:9][CH2:8]2)[CH:2]=1.C(=O)([O-])[O-].[K+].[K+], predict the reaction product. The product is: [N:1]1[CH:6]=[CH:5][CH:4]=[C:3]([N:7]2[CH2:16][CH2:15][C:10](=[O:11])[CH2:9][CH2:8]2)[CH:2]=1. (8) Given the reactants [F:1][C:2]1[CH:9]=[CH:8][CH:7]=[C:6](F)[C:3]=1[C:4]#[N:5].[NH3:11], predict the reaction product. The product is: [NH2:11][C:6]1[CH:7]=[CH:8][CH:9]=[C:2]([F:1])[C:3]=1[C:4]#[N:5]. (9) The product is: [O:31]=[C:30]1[C:29]2[C:24](=[CH:25][CH:26]=[CH:27][CH:28]=2)[C:23](=[O:32])[N:22]1[CH2:21][C@@H:20]([NH:19][C:7]([C:5]1[S:6][C:2]([CH3:1])=[C:3]([C:10]2[N:14]([CH3:15])[N:13]=[CH:12][C:11]=2[CH2:16][CH2:17][CH3:18])[CH:4]=1)=[O:9])[CH2:33][C:34]1[CH:39]=[CH:38][CH:37]=[CH:36][C:35]=1[C:40]([F:42])([F:41])[F:43]. Given the reactants [CH3:1][C:2]1[S:6][C:5]([C:7]([OH:9])=O)=[CH:4][C:3]=1[C:10]1[N:14]([CH3:15])[N:13]=[CH:12][C:11]=1[CH2:16][CH2:17][CH3:18].[NH2:19][C@@H:20]([CH2:33][C:34]1[CH:39]=[CH:38][CH:37]=[CH:36][C:35]=1[C:40]([F:43])([F:42])[F:41])[CH2:21][N:22]1[C:30](=[O:31])[C:29]2[C:24](=[CH:25][CH:26]=[CH:27][CH:28]=2)[C:23]1=[O:32].C(N(C(C)C)CC)(C)C.F[P-](F)(F)(F)(F)F.Br[P+](N1CCCC1)(N1CCCC1)N1CCCC1, predict the reaction product.